This data is from Reaction yield outcomes from USPTO patents with 853,638 reactions. The task is: Predict the reaction yield, written as a fraction of the theoretical maximum amount of product (1.0 means a 100% yield; for example, 0.34 means a 34% yield). (1) The reactants are [CH3:1][CH:2]([CH3:15])[CH2:3][C:4]([N:6]1[CH2:11][CH2:10][CH2:9][C@@H:8]([C:12](O)=[O:13])[CH2:7]1)=[O:5]. The catalyst is C1COCC1. The product is [OH:13][CH2:12][C@@H:8]1[CH2:9][CH2:10][CH2:11][N:6]([C:4](=[O:5])[CH2:3][CH:2]([CH3:1])[CH3:15])[CH2:7]1. The yield is 0.0600. (2) The reactants are [OH:1][C:2]([CH3:35])([CH3:34])[CH2:3][C@@:4]1([C:28]2[CH:33]=[CH:32][CH:31]=[CH:30][CH:29]=2)[O:9][C:8](=[O:10])[N:7]([C@H:11]([C:13]2[CH:18]=[CH:17][C:16](B3OC(C)(C)C(C)(C)O3)=[CH:15][CH:14]=2)[CH3:12])[CH2:6][CH2:5]1.I[C:37]1[CH:42]=[CH:41][NH:40][C:39](=[O:43])[CH:38]=1.C([O-])([O-])=O.[Cs+].[Cs+].C(Cl)Cl. The catalyst is O1CCOCC1.C1C=CC(P(C2C=CC=CC=2)[C-]2C=CC=C2)=CC=1.C1C=CC(P(C2C=CC=CC=2)[C-]2C=CC=C2)=CC=1.Cl[Pd]Cl.[Fe+2]. The product is [OH:1][C:2]([CH3:34])([CH3:35])[CH2:3][C@@:4]1([C:28]2[CH:33]=[CH:32][CH:31]=[CH:30][CH:29]=2)[O:9][C:8](=[O:10])[N:7]([C@H:11]([C:13]2[CH:14]=[CH:15][C:16]([C:37]3[CH:42]=[CH:41][NH:40][C:39](=[O:43])[CH:38]=3)=[CH:17][CH:18]=2)[CH3:12])[CH2:6][CH2:5]1. The yield is 0.710. (3) The yield is 0.900. The catalyst is C(OCC)(=O)C.O1CCOCC1. The product is [ClH:23].[O:1]([C:8]1[CH:22]=[CH:21][C:11]([O:12][C@@H:13]2[CH:18]3[CH2:17][CH2:16][N:15]([CH2:20][CH2:19]3)[CH2:14]2)=[CH:10][CH:9]=1)[C:2]1[CH:3]=[CH:4][CH:5]=[CH:6][CH:7]=1. The reactants are [O:1]([C:8]1[CH:22]=[CH:21][C:11]([O:12][C@@H:13]2[CH:18]3[CH2:19][CH2:20][N:15]([CH2:16][CH2:17]3)[CH2:14]2)=[CH:10][CH:9]=1)[C:2]1[CH:7]=[CH:6][CH:5]=[CH:4][CH:3]=1.[ClH:23].